Dataset: Reaction yield outcomes from USPTO patents with 853,638 reactions. Task: Predict the reaction yield, written as a fraction of the theoretical maximum amount of product (1.0 means a 100% yield; for example, 0.34 means a 34% yield). (1) The reactants are C([Si](C)(C)[O:6][CH2:7][C@H:8]([CH2:19][N:20]1[CH:25]=[C:24]([CH3:26])[C:23](=[O:27])[N:22](C(=O)C2C=CC=CC=2)[C:21]1=[O:36])[C@H:9]([O:11][Si](C(C)(C)C)(C)C)[CH3:10])(C)(C)C.CCCC[N+](CCCC)(CCCC)CCCC.[F-].[OH-].[Na+]. The catalyst is C1COCC1.CO.O. The product is [CH3:26][C:24]1[C:23](=[O:27])[NH:22][C:21](=[O:36])[N:20]([CH2:19][C@H:8]([C@H:9]([OH:11])[CH3:10])[CH2:7][OH:6])[CH:25]=1. The yield is 0.770. (2) The product is [Br:21][C:17]1[CH:16]=[C:15]([C:13](=[O:14])[CH2:12][O:10][C:3]2[CH:4]=[C:5]([CH3:9])[CH:6]=[C:7]([CH3:8])[C:2]=2[CH3:1])[CH:20]=[CH:19][CH:18]=1. The reactants are [CH3:1][C:2]1[C:7]([CH3:8])=[CH:6][C:5]([CH3:9])=[CH:4][C:3]=1[OH:10].Br[CH2:12][C:13]([C:15]1[CH:20]=[CH:19][CH:18]=[C:17]([Br:21])[CH:16]=1)=[O:14]. The yield is 0.520. No catalyst specified. (3) The reactants are I[C:2]1[CH:7]=[CH:6][CH:5]=[C:4]([C:8]([F:11])([F:10])[F:9])[CH:3]=1.[C:12]([C:14]1[CH:15]=[N:16][CH:17]=[C:18]([O:20][CH3:21])[CH:19]=1)#[CH:13]. No catalyst specified. The yield is 0.650. The product is [CH3:21][O:20][C:18]1[CH:17]=[N:16][CH:15]=[C:14]([C:12]#[C:13][C:2]2[CH:7]=[CH:6][CH:5]=[C:4]([C:8]([F:11])([F:10])[F:9])[CH:3]=2)[CH:19]=1. (4) The yield is 0.780. The reactants are [CH3:1][NH:2][CH2:3][C:4]1[O:5][C:6]2[CH:13]=[CH:12][CH:11]=[CH:10][C:7]=2[C:8]=1[CH3:9].CNCC1C=CC2C(=CC=CC=2)C=1CCC.[ClH:30].[N:31]1([CH2:37][CH2:38][CH2:39][N:40]2[CH2:46][C:45]3[CH:47]=[C:48](/[CH:51]=[CH:52]/[C:53](O)=[O:54])[CH:49]=[N:50][C:44]=3[NH:43][C:42](=[O:56])[CH2:41]2)[CH2:36][CH2:35][O:34][CH2:33][CH2:32]1.Cl.CN1CC2C=C(/C=C/C(O)=O)C=NC=2NC(=O)C1. No catalyst specified. The product is [ClH:30].[CH3:1][N:2]([CH2:3][C:4]1[O:5][C:6]2[CH:13]=[CH:12][CH:11]=[CH:10][C:7]=2[C:8]=1[CH3:9])[C:53](=[O:54])/[CH:52]=[CH:51]/[C:48]1[CH:49]=[N:50][C:44]2[NH:43][C:42](=[O:56])[CH2:41][N:40]([CH2:39][CH2:38][CH2:37][N:31]3[CH2:32][CH2:33][O:34][CH2:35][CH2:36]3)[CH2:46][C:45]=2[CH:47]=1. (5) The reactants are [F:1][C:2]1[CH:3]=[C:4]([CH:8]=[CH:9][C:10]2[CH:15]=[CH:14][C:13]([N+:16]([O-])=O)=[CH:12][CH:11]=2)[CH:5]=[CH:6][CH:7]=1. The catalyst is C(OCC)(=O)C.[Pt]. The product is [F:1][C:2]1[CH:3]=[C:4]([CH:8]=[CH:9][C:10]2[CH:11]=[CH:12][C:13]([NH2:16])=[CH:14][CH:15]=2)[CH:5]=[CH:6][CH:7]=1. The yield is 0.620. (6) The reactants are [Cl:1][C:2]1[CH:11]=[CH:10][CH:9]=[C:8]2[C:3]=1[C:4](=[O:26])[N:5]([CH:23]1[CH2:25][CH2:24]1)[C:6]([C@@H:12]([NH:15]C(=O)OC(C)(C)C)[CH2:13][CH3:14])=[N:7]2.Cl. The catalyst is C(OCC)(=O)C.O. The product is [NH2:15][C@H:12]([C:6]1[N:5]([CH:23]2[CH2:24][CH2:25]2)[C:4](=[O:26])[C:3]2[C:8](=[CH:9][CH:10]=[CH:11][C:2]=2[Cl:1])[N:7]=1)[CH2:13][CH3:14]. The yield is 0.960. (7) The reactants are [CH2:1]([Br:4])[CH:2]=C.[CH:5](/[N:9]([CH2:14][CH:15]([CH3:17])[CH3:16])[CH2:10][CH:11]([CH3:13])[CH3:12])=[CH:6]\[CH2:7][CH3:8].[C:18](#N)C. The product is [Br-:4].[CH2:10]([N+:9]([CH2:14][CH:15]([CH3:16])[CH3:17])=[CH:5][CH:6]([CH2:1][CH3:2])[CH2:7][CH:8]=[CH2:18])[CH:11]([CH3:12])[CH3:13]. No catalyst specified. The yield is 0.920. (8) The reactants are [ClH:1].[CH3:2][N:3]([CH3:26])[CH:4]1[CH2:9][CH2:8][N:7]([C:10](=[O:25])[CH2:11][CH2:12][C:13]2[N:14]([CH2:18][CH2:19][C:20]([O:22][CH2:23][CH3:24])=[O:21])[CH:15]=[CH:16][N:17]=2)[CH2:6][CH2:5]1. The catalyst is C(OCC)C. The product is [ClH:1].[CH3:26][N:3]([CH3:2])[CH:4]1[CH2:9][CH2:8][N:7]([C:10](=[O:25])[CH2:11][CH2:12][C:13]2[N:14]([CH2:18][CH2:19][C:20]([O:22][CH2:23][CH3:24])=[O:21])[CH:15]=[CH:16][N:17]=2)[CH2:6][CH2:5]1. The yield is 0.890. (9) The yield is 0.850. The catalyst is CN(C=O)C. The reactants are [F:1][C:2]1[CH:7]=[CH:6][C:5]([C:8]2[S:12][C:11]3[CH:13]=[C:14]([O:17][CH3:18])[CH:15]=[CH:16][C:10]=3[C:9]=2[O:19][C:20]2[CH:25]=[CH:24][C:23](/[CH:26]=[CH:27]/[C:28]([OH:30])=O)=[CH:22][CH:21]=2)=[CH:4][CH:3]=1.C[N:32](C(ON1N=NC2C=CC=NC1=2)=[N+](C)C)C.F[P-](F)(F)(F)(F)F.CCN(C(C)C)C(C)C.[NH4+].[Cl-]. The product is [F:1][C:2]1[CH:7]=[CH:6][C:5]([C:8]2[S:12][C:11]3[CH:13]=[C:14]([O:17][CH3:18])[CH:15]=[CH:16][C:10]=3[C:9]=2[O:19][C:20]2[CH:25]=[CH:24][C:23](/[CH:26]=[CH:27]/[C:28]([NH2:32])=[O:30])=[CH:22][CH:21]=2)=[CH:4][CH:3]=1.